From a dataset of Reaction yield outcomes from USPTO patents with 853,638 reactions. Predict the reaction yield, written as a fraction of the theoretical maximum amount of product (1.0 means a 100% yield; for example, 0.34 means a 34% yield). (1) The reactants are [O:1]=[C:2]1[CH2:10][C:9]2[C:4](=[CH:5][C:6]([C:11]([C:13]3[CH:14]=[C:15]([NH:19][C:20]([C:22]4[CH:23]=[N:24][N:25]([CH3:28])[C:26]=4[Cl:27])=[O:21])[CH:16]=[CH:17][CH:18]=3)=[O:12])=[CH:7][CH:8]=2)[NH:3]1.[CH:29](OCC)=[O:30].[O-]CC.[Na+].Cl. The catalyst is C(O)C. The product is [OH:30][CH:29]=[C:10]1[C:9]2[C:4](=[CH:5][C:6]([C:11]([C:13]3[CH:14]=[C:15]([NH:19][C:20]([C:22]4[CH:23]=[N:24][N:25]([CH3:28])[C:26]=4[Cl:27])=[O:21])[CH:16]=[CH:17][CH:18]=3)=[O:12])=[CH:7][CH:8]=2)[NH:3][C:2]1=[O:1]. The yield is 0.650. (2) The reactants are O[CH:2]=[C:3]1[C:11]2[C:6](=[CH:7][C:8]([C:12]([C:14]3[CH:19]=[CH:18][C:17]([NH:20][C:21]([C:23]4[S:24][CH:25]=[CH:26][CH:27]=4)=[O:22])=[CH:16][CH:15]=3)=[O:13])=[CH:9][CH:10]=2)[NH:5][C:4]1=[O:28].[NH2:29][C:30]1[CH:31]=[C:32]([OH:36])[CH:33]=[CH:34][CH:35]=1. The catalyst is C1COCC1. The product is [OH:36][C:32]1[CH:31]=[C:30]([NH:29][CH:2]=[C:3]2[C:11]3[C:6](=[CH:7][C:8]([C:12]([C:14]4[CH:19]=[CH:18][C:17]([NH:20][C:21]([C:23]5[S:24][CH:25]=[CH:26][CH:27]=5)=[O:22])=[CH:16][CH:15]=4)=[O:13])=[CH:9][CH:10]=3)[NH:5][C:4]2=[O:28])[CH:35]=[CH:34][CH:33]=1. The yield is 0.610. (3) The catalyst is CCCCCCC.CCOC(C)=O. The yield is 0.390. The product is [CH3:16][O:15][C:12]1[CH:13]=[CH:14][C:9]2[O:8][CH2:7][C:6](=[O:17])[N:5]([CH2:4][C@H:3]([CH3:18])[CH2:2][N:31]3[CH:26]4[CH2:27][CH2:28][CH:29]3[CH2:30][CH:24]([CH2:19][CH2:20][CH2:21][CH2:22][CH3:23])[CH2:25]4)[C:10]=2[CH:11]=1. The reactants are I[CH2:2][C@@H:3]([CH3:18])[CH2:4][N:5]1[C:10]2[CH:11]=[C:12]([O:15][CH3:16])[CH:13]=[CH:14][C:9]=2[O:8][CH2:7][C:6]1=[O:17].[CH2:19]([CH:24]1[CH2:30][CH:29]2[NH:31][CH:26]([CH2:27][CH2:28]2)[CH2:25]1)[CH2:20][CH2:21][CH2:22][CH3:23]. (4) The product is [CH:24]([O:26][CH2:27][CH2:28][O:29][NH:30][C:20]([C:10]1[C:9]([NH:8][C:5]2[CH:6]=[CH:7][C:2]([Br:1])=[CH:3][C:4]=2[Cl:23])=[C:18]([F:19])[C:13]2[N:14]=[CH:15][N:16]([CH3:17])[C:12]=2[CH:11]=1)=[O:22])=[CH2:25]. The reactants are [Br:1][C:2]1[CH:7]=[CH:6][C:5]([NH:8][C:9]2[C:10]([C:20]([OH:22])=O)=[CH:11][C:12]3[N:16]([CH3:17])[CH:15]=[N:14][C:13]=3[C:18]=2[F:19])=[C:4]([Cl:23])[CH:3]=1.[CH:24]([O:26][CH2:27][CH2:28][O:29][NH2:30])=[CH2:25].C1C=CC2N(O)N=NC=2C=1.C(N(CC)CC)C.CCN=C=NCCCN(C)C. The catalyst is CN(C)C=O.C(OCC)(=O)C. The yield is 0.900. (5) The reactants are C(OC([N:8]1[CH2:12][CH2:11][CH2:10][CH:9]1[C:13](=[O:35])[NH:14][C:15]1[CH:20]=[CH:19][C:18]([C:21]2[CH:26]=[CH:25][CH:24]=[CH:23][C:22]=2[S:27](=[O:34])(=[O:33])[NH:28][C:29]([CH3:32])([CH3:31])[CH3:30])=[CH:17][N:16]=1)=O)(C)(C)C.FC(F)(F)C(O)=O. The catalyst is C(Cl)Cl.C(Cl)(Cl)Cl. The product is [C:29]([NH:28][S:27]([C:22]1[CH:23]=[CH:24][CH:25]=[CH:26][C:21]=1[C:18]1[CH:19]=[CH:20][C:15]([NH:14][C:13]([CH:9]2[CH2:10][CH2:11][CH2:12][NH:8]2)=[O:35])=[N:16][CH:17]=1)(=[O:34])=[O:33])([CH3:32])([CH3:30])[CH3:31]. The yield is 1.00. (6) The reactants are [NH2:1][C:2]1[CH:3]=[CH:4][C:5]([CH2:8][CH2:9][N:10]2[C:15]3[N:16]=[C:17]([NH:20][CH3:21])[N:18]=[CH:19][C:14]=3[CH:13]=[C:12]([C:22]3[CH:27]=[C:26]([O:28][CH3:29])[CH:25]=[C:24]([O:30][CH3:31])[C:23]=3[Cl:32])[C:11]2=[O:33])=[N:6][CH:7]=1.[C:34](Cl)(=[O:37])[CH:35]=[CH2:36]. The catalyst is C(Cl)Cl. The product is [Cl:32][C:23]1[C:24]([O:30][CH3:31])=[CH:25][C:26]([O:28][CH3:29])=[CH:27][C:22]=1[C:12]1[C:11](=[O:33])[N:10]([CH2:9][CH2:8][C:5]2[N:6]=[CH:7][C:2]([NH:1][C:34](=[O:37])[CH:35]=[CH2:36])=[CH:3][CH:4]=2)[C:15]2[N:16]=[C:17]([NH:20][CH3:21])[N:18]=[CH:19][C:14]=2[CH:13]=1. The yield is 0.110. (7) The catalyst is C1COCC1. The yield is 0.120. The product is [C:41]([N:21]1[CH2:22][CH2:23][CH:18]([CH2:17][N:14]2[CH2:15][CH2:16][C@@H:11]([N:9]([CH3:10])[C:7](=[O:8])[C:6]3[CH:5]=[CH:4][C:3]([Cl:2])=[CH:33][CH:32]=3)[C@H:12]([C:24]3[CH:29]=[CH:28][C:27]([Cl:30])=[C:26]([Cl:31])[CH:25]=3)[CH2:13]2)[CH2:19][CH2:20]1)(=[O:43])[CH3:42]. The reactants are Cl.[Cl:2][C:3]1[CH:33]=[CH:32][C:6]([C:7]([N:9]([C@@H:11]2[CH2:16][CH2:15][N:14]([CH2:17][CH:18]3[CH2:23][CH2:22][NH:21][CH2:20][CH2:19]3)[CH2:13][C@H:12]2[C:24]2[CH:29]=[CH:28][C:27]([Cl:30])=[C:26]([Cl:31])[CH:25]=2)[CH3:10])=[O:8])=[CH:5][CH:4]=1.C(N(CC)CC)C.[C:41](Cl)(=[O:43])[CH3:42].O. (8) The reactants are [Cl:1][C:2]1[CH:3]=[CH:4][C:5]([O:15][CH2:16][C:17]2[CH:22]=[CH:21][CH:20]=[CH:19][CH:18]=2)=[C:6]([C:8](=O)[CH2:9][CH2:10][C:11](=O)[CH3:12])[CH:7]=1.[CH2:23]([O:25][C:26](=[O:34])[C:27]1[CH:32]=[CH:31][CH:30]=[C:29]([NH2:33])[CH:28]=1)[CH3:24].CC1C=CC(S(O)(=O)=O)=CC=1. The catalyst is C1(C)C=CC=CC=1.CCOC(C)=O. The product is [CH2:23]([O:25][C:26](=[O:34])[C:27]1[CH:32]=[CH:31][CH:30]=[C:29]([N:33]2[C:11]([CH3:12])=[CH:10][CH:9]=[C:8]2[C:6]2[CH:7]=[C:2]([Cl:1])[CH:3]=[CH:4][C:5]=2[O:15][CH2:16][C:17]2[CH:22]=[CH:21][CH:20]=[CH:19][CH:18]=2)[CH:28]=1)[CH3:24]. The yield is 0.600. (9) The reactants are [O:1]([C:8]1[CH:9]=[C:10]([CH:12]=[CH:13][CH:14]=1)[NH2:11])[C:2]1[CH:7]=[CH:6][CH:5]=[CH:4][CH:3]=1.[F:15][C:16]([F:21])([F:20])[CH:17]1[O:19][CH2:18]1. No catalyst specified. The product is [O:1]([C:8]1[CH:9]=[C:10]([NH:11][CH2:18][CH:17]([OH:19])[C:16]([F:21])([F:20])[F:15])[CH:12]=[CH:13][CH:14]=1)[C:2]1[CH:3]=[CH:4][CH:5]=[CH:6][CH:7]=1. The yield is 0.710. (10) The reactants are [Br:1][C:2]1[CH:9]=[CH:8][C:7](I)=[CH:6][C:3]=1[C:4]#[N:5].[CH:11](=[O:15])[CH2:12][CH2:13][CH3:14].[Cl-].[NH4+]. The catalyst is C1COCC1. The product is [Br:1][C:2]1[CH:9]=[CH:8][C:7]([CH:11]([OH:15])[CH2:12][CH2:13][CH3:14])=[CH:6][C:3]=1[C:4]#[N:5]. The yield is 0.806.